Dataset: NCI-60 drug combinations with 297,098 pairs across 59 cell lines. Task: Regression. Given two drug SMILES strings and cell line genomic features, predict the synergy score measuring deviation from expected non-interaction effect. (1) Drug 1: C1=CC(=CC=C1CCC2=CNC3=C2C(=O)NC(=N3)N)C(=O)NC(CCC(=O)O)C(=O)O. Drug 2: CC(C)CN1C=NC2=C1C3=CC=CC=C3N=C2N. Cell line: SF-295. Synergy scores: CSS=35.7, Synergy_ZIP=5.27, Synergy_Bliss=4.42, Synergy_Loewe=-6.20, Synergy_HSA=4.62. (2) Drug 1: CC(C)(C#N)C1=CC(=CC(=C1)CN2C=NC=N2)C(C)(C)C#N. Drug 2: CN(C(=O)NC(C=O)C(C(C(CO)O)O)O)N=O. Cell line: CAKI-1. Synergy scores: CSS=-2.50, Synergy_ZIP=-0.797, Synergy_Bliss=-3.77, Synergy_Loewe=-3.51, Synergy_HSA=-3.64. (3) Drug 1: CC1C(C(CC(O1)OC2CC(CC3=C2C(=C4C(=C3O)C(=O)C5=C(C4=O)C(=CC=C5)OC)O)(C(=O)CO)O)N)O.Cl. Drug 2: CC1OCC2C(O1)C(C(C(O2)OC3C4COC(=O)C4C(C5=CC6=C(C=C35)OCO6)C7=CC(=C(C(=C7)OC)O)OC)O)O. Cell line: HCT116. Synergy scores: CSS=42.8, Synergy_ZIP=3.02, Synergy_Bliss=5.29, Synergy_Loewe=0.797, Synergy_HSA=6.64. (4) Drug 1: CC1=C(C=C(C=C1)NC2=NC=CC(=N2)N(C)C3=CC4=NN(C(=C4C=C3)C)C)S(=O)(=O)N.Cl. Drug 2: C1=CC=C(C(=C1)C(C2=CC=C(C=C2)Cl)C(Cl)Cl)Cl. Cell line: CCRF-CEM. Synergy scores: CSS=4.24, Synergy_ZIP=-0.756, Synergy_Bliss=3.60, Synergy_Loewe=2.78, Synergy_HSA=3.58. (5) Drug 1: C1CCC(C1)C(CC#N)N2C=C(C=N2)C3=C4C=CNC4=NC=N3. Drug 2: C#CCC(CC1=CN=C2C(=N1)C(=NC(=N2)N)N)C3=CC=C(C=C3)C(=O)NC(CCC(=O)O)C(=O)O. Cell line: SN12C. Synergy scores: CSS=9.71, Synergy_ZIP=-2.17, Synergy_Bliss=2.54, Synergy_Loewe=3.86, Synergy_HSA=3.93. (6) Drug 1: C1=NC(=NC(=O)N1C2C(C(C(O2)CO)O)O)N. Drug 2: C1C(C(OC1N2C=NC3=C2NC=NCC3O)CO)O. Cell line: NCI-H522. Synergy scores: CSS=31.5, Synergy_ZIP=-10.0, Synergy_Bliss=-6.21, Synergy_Loewe=-11.8, Synergy_HSA=-7.52. (7) Drug 1: CC1=C(C(CCC1)(C)C)C=CC(=CC=CC(=CC(=O)O)C)C. Drug 2: CC12CCC3C(C1CCC2OP(=O)(O)O)CCC4=C3C=CC(=C4)OC(=O)N(CCCl)CCCl.[Na+]. Cell line: OVCAR-8. Synergy scores: CSS=6.14, Synergy_ZIP=-2.38, Synergy_Bliss=0.0344, Synergy_Loewe=5.09, Synergy_HSA=0.417. (8) Drug 1: C1=NC(=NC(=O)N1C2C(C(C(O2)CO)O)O)N. Drug 2: CC12CCC3C(C1CCC2O)C(CC4=C3C=CC(=C4)O)CCCCCCCCCS(=O)CCCC(C(F)(F)F)(F)F. Cell line: MOLT-4. Synergy scores: CSS=4.70, Synergy_ZIP=8.04, Synergy_Bliss=13.2, Synergy_Loewe=0.361, Synergy_HSA=1.81. (9) Drug 1: CC(CN1CC(=O)NC(=O)C1)N2CC(=O)NC(=O)C2. Drug 2: CC1=C2C(C(=O)C3(C(CC4C(C3C(C(C2(C)C)(CC1OC(=O)C(C(C5=CC=CC=C5)NC(=O)OC(C)(C)C)O)O)OC(=O)C6=CC=CC=C6)(CO4)OC(=O)C)O)C)O. Cell line: IGROV1. Synergy scores: CSS=25.1, Synergy_ZIP=-11.2, Synergy_Bliss=-7.00, Synergy_Loewe=-4.06, Synergy_HSA=-3.29. (10) Drug 1: C1CC(C1)(C(=O)O)C(=O)O.[NH2-].[NH2-].[Pt+2]. Synergy scores: CSS=38.2, Synergy_ZIP=-0.502, Synergy_Bliss=4.31, Synergy_Loewe=-22.8, Synergy_HSA=5.98. Cell line: NCI-H460. Drug 2: CCC1=C2CN3C(=CC4=C(C3=O)COC(=O)C4(CC)O)C2=NC5=C1C=C(C=C5)O.